From a dataset of Reaction yield outcomes from USPTO patents with 853,638 reactions. Predict the reaction yield, written as a fraction of the theoretical maximum amount of product (1.0 means a 100% yield; for example, 0.34 means a 34% yield). (1) The reactants are [C:1]([OH:9])(=O)[C:2]1[CH:7]=[CH:6][CH:5]=[CH:4][CH:3]=1.C1C=CC2N(O)N=NC=2C=1.O.CCN=C=NCCCN(C)C.Cl.C(N(CC)CC)C.Cl.[C:41]1([N:47]2[CH:51]=[C:50]([C:52]([NH:54][CH2:55][CH2:56][NH:57][C:58]([CH:60]3[CH2:64][CH2:63][NH:62][CH2:61]3)=[O:59])=[O:53])[C:49]([C:65]([F:68])([F:67])[F:66])=[N:48]2)[CH:46]=[CH:45][CH:44]=[CH:43][CH:42]=1. The catalyst is C(Cl)Cl. The product is [C:1]([N:62]1[CH2:63][CH2:64][CH:60]([C:58]([NH:57][CH2:56][CH2:55][NH:54][C:52]([C:50]2[C:49]([C:65]([F:67])([F:66])[F:68])=[N:48][N:47]([C:41]3[CH:46]=[CH:45][CH:44]=[CH:43][CH:42]=3)[CH:51]=2)=[O:53])=[O:59])[CH2:61]1)(=[O:9])[C:2]1[CH:3]=[CH:4][CH:5]=[CH:6][CH:7]=1. The yield is 0.780. (2) The reactants are [N:1]1([CH:10]([C:14]2[CH:19]=[CH:18][CH:17]=[CH:16][CH:15]=2)[CH2:11][CH2:12]O)[C:9]2[C:4](=[CH:5][CH:6]=[CH:7][CH:8]=2)[CH:3]=[CH:2]1.C(N(CC)CC)C.CS([Cl:31])(=O)=O.C([O-])(O)=O.[Na+].[Li+].[Cl-]. The catalyst is C(Cl)Cl. The product is [Cl:31][CH2:12][CH2:11][CH:10]([N:1]1[C:9]2[C:4](=[CH:5][CH:6]=[CH:7][CH:8]=2)[CH:3]=[CH:2]1)[C:14]1[CH:19]=[CH:18][CH:17]=[CH:16][CH:15]=1. The yield is 0.810. (3) The reactants are CC1C=CC(S(O[CH2:12][C@H:13]2[CH2:22][CH2:21][C:20]3[C:15](=[C:16]([C:23]4[CH:28]=[CH:27][CH:26]=[CH:25][C:24]=4[Cl:29])[CH:17]=[CH:18][CH:19]=3)[O:14]2)(=O)=O)=CC=1.[N-:30]=[N+:31]=[N-:32].[Na+]. The catalyst is CS(C)=O.C(OCC)C. The product is [Cl:29][C:24]1[CH:25]=[CH:26][CH:27]=[CH:28][C:23]=1[C:16]1[CH:17]=[CH:18][CH:19]=[C:20]2[C:15]=1[O:14][C@@H:13]([CH2:12][N:30]=[N+:31]=[N-:32])[CH2:22][CH2:21]2. The yield is 0.820. (4) The reactants are [CH3:1][CH:2]([C:4]1[C:12]2[CH2:11][CH2:10][CH2:9][CH2:8][C:7]=2[N:6]([CH2:13][C:14]2[CH:22]=[CH:21][C:17]([C:18]([OH:20])=O)=[CH:16][CH:15]=2)[N:5]=1)[CH3:3].[NH:23]1[CH2:27][CH2:26][CH2:25][CH2:24]1.CCN=C=NCCCN(C)C.C1C=CC2N(O)N=NC=2C=1.CCN(C(C)C)C(C)C. The catalyst is C(Cl)Cl. The product is [CH3:3][CH:2]([C:4]1[C:12]2[CH2:11][CH2:10][CH2:9][CH2:8][C:7]=2[N:6]([CH2:13][C:14]2[CH:22]=[CH:21][C:17]([C:18]([N:23]3[CH2:27][CH2:26][CH2:25][CH2:24]3)=[O:20])=[CH:16][CH:15]=2)[N:5]=1)[CH3:1]. The yield is 0.660. (5) The reactants are [CH3:1][O:2][C:3]1[CH:30]=[CH:29][C:6]2[C:7]([C:15]([C:17]3[CH:22]=[C:21]([O:23][CH3:24])[C:20]([O:25][CH3:26])=[C:19]([O:27][CH3:28])[CH:18]=3)=[O:16])=[C:8]([C:10]3[CH:11]=[N:12][NH:13][CH:14]=3)[O:9][C:5]=2[CH:4]=1.[H-].[Na+].Cl.Cl[CH2:35][CH2:36][N:37]([CH3:39])[CH3:38]. The catalyst is CS(C)=O. The product is [CH3:38][N:37]([CH3:39])[CH2:36][CH2:35][N:13]1[CH:14]=[C:10]([C:8]2[O:9][C:5]3[CH:4]=[C:3]([O:2][CH3:1])[CH:30]=[CH:29][C:6]=3[C:7]=2[C:15]([C:17]2[CH:18]=[C:19]([O:27][CH3:28])[C:20]([O:25][CH3:26])=[C:21]([O:23][CH3:24])[CH:22]=2)=[O:16])[CH:11]=[N:12]1. The yield is 0.440. (6) The reactants are Cl[C:2]1[N:7]=[C:6]([NH:8][C:9]2[CH:14]=[CH:13][C:12]([O:15][CH3:16])=[C:11]([Cl:17])[CH:10]=2)[N:5]=[C:4]([NH:18][CH:19]2[CH2:25][CH2:24][CH2:23][CH2:22][CH2:21][CH2:20]2)[N:3]=1.C[NH:27][CH:28]1[CH2:33][CH2:32][N:31]([CH3:34])[CH2:30][CH2:29]1.[OH-].[Na+].O.O1CCOC[CH2:39]1. The catalyst is C(Cl)Cl. The product is [Cl:17][C:11]1[CH:10]=[C:9]([NH:8][C:6]2[N:5]=[C:4]([N:18]([CH:19]3[CH2:25][CH2:24][CH2:23][CH2:22][CH2:21][CH2:20]3)[CH3:39])[N:3]=[C:2]([NH:27][CH:28]3[CH2:33][CH2:32][N:31]([CH3:34])[CH2:30][CH2:29]3)[N:7]=2)[CH:14]=[CH:13][C:12]=1[O:15][CH3:16]. The yield is 0.309. (7) The reactants are [CH3:1][CH2:2][CH2:3][CH:4]([NH2:8])[CH2:5][CH2:6][CH3:7].[N:9]([C:12]1[CH:17]=[CH:16][C:15]([O:18][CH3:19])=[CH:14][C:13]=1[O:20][CH3:21])=[C:10]=[O:11]. No catalyst specified. The product is [CH3:21][O:20][C:13]1[CH:14]=[C:15]([O:18][CH3:19])[CH:16]=[CH:17][C:12]=1[NH:9][C:10]([NH:8][CH:4]([CH2:5][CH2:6][CH3:7])[CH2:3][CH2:2][CH3:1])=[O:11]. The yield is 0.880.